From a dataset of Catalyst prediction with 721,799 reactions and 888 catalyst types from USPTO. Predict which catalyst facilitates the given reaction. (1) The catalyst class is: 118. Reactant: [NH2:1][CH2:2][C:3]1[CH:8]=[CH:7][C:6]([C:9]2[CH:14]=[CH:13][C:12]([N:15]3[CH2:19][CH:18]([CH2:20][NH:21][C:22](=[O:24])[CH3:23])[O:17][C:16]3=[O:25])=[CH:11][C:10]=2[F:26])=[CH:5][CH:4]=1.[N:27]1[C:36]2[C:31](=[CH:32][CH:33]=[CH:34][CH:35]=2)[C:30]([CH:37]=O)=[CH:29][CH:28]=1.C(O[BH-](OC(=O)C)OC(=O)C)(=O)C.[Na+]. Product: [F:26][C:10]1[CH:11]=[C:12]([N:15]2[CH2:19][CH:18]([CH2:20][NH:21][C:22](=[O:24])[CH3:23])[O:17][C:16]2=[O:25])[CH:13]=[CH:14][C:9]=1[C:6]1[CH:7]=[CH:8][C:3]([CH2:2][NH:1][CH2:37][C:30]2[C:31]3[C:36](=[CH:35][CH:34]=[CH:33][CH:32]=3)[N:27]=[CH:28][CH:29]=2)=[CH:4][CH:5]=1. (2) Reactant: [N+:1]([C:4]1[CH:5]=[C:6]([CH:10]=[CH:11][CH:12]=1)[C:7]([OH:9])=[O:8])([O-:3])=[O:2].Cl[C:14]1[CH:19]=[CH:18][CH:17]=[CH:16][CH:15]=1.C(P(C12CC3CC(CC(C3)C1)C2)C12CC3CC(CC(C3)C1)C2)CCC.C([O-])([O-])=O.[Cs+].[Cs+]. Product: [C:14]1([C:5]2[C:4]([N+:1]([O-:3])=[O:2])=[CH:12][CH:11]=[CH:10][C:6]=2[C:7]([OH:9])=[O:8])[CH:19]=[CH:18][CH:17]=[CH:16][CH:15]=1. The catalyst class is: 826.